This data is from Forward reaction prediction with 1.9M reactions from USPTO patents (1976-2016). The task is: Predict the product of the given reaction. (1) Given the reactants [NH2:1][CH2:2][CH2:3][C:4]1[CH:13]=[C:12]2[C:7]([CH:8]([NH:14][C:15](=[O:38])[CH2:16][CH:17]([C:32]3[CH:37]=[CH:36][CH:35]=[CH:34][CH:33]=3)[NH:18][S:19]([C:22]3[CH:27]=[CH:26][CH:25]=[C:24]([C:28]([F:31])([F:30])[F:29])[CH:23]=3)(=[O:21])=[O:20])[CH2:9][CH2:10][O:11]2)=[CH:6][CH:5]=1.[CH:39](=O)[CH:40]([CH3:42])[CH3:41].[BH4-].[Na+], predict the reaction product. The product is: [CH2:39]([N:1]([CH2:3][CH:4]([CH3:13])[CH3:5])[CH2:2][CH2:3][C:4]1[CH:13]=[C:12]2[C:7]([CH:8]([NH:14][C:15](=[O:38])[CH2:16][CH:17]([C:32]3[CH:33]=[CH:34][CH:35]=[CH:36][CH:37]=3)[NH:18][S:19]([C:22]3[CH:27]=[CH:26][CH:25]=[C:24]([C:28]([F:31])([F:29])[F:30])[CH:23]=3)(=[O:21])=[O:20])[CH2:9][CH2:10][O:11]2)=[CH:6][CH:5]=1)[CH:40]([CH3:42])[CH3:41]. (2) Given the reactants [C:1]1([NH2:8])[CH:6]=[CH:5][CH:4]=[CH:3][C:2]=1[NH2:7].[C:9](OCC)(=[O:17])/[CH:10]=[CH:11]\[C:12]([O:14][CH2:15]C)=[O:13], predict the reaction product. The product is: [O:17]=[C:9]1[NH:8][C:1]2[C:2](=[CH:3][CH:4]=[CH:5][CH:6]=2)[NH:7][CH:10]1[CH2:11][C:12]([O:14][CH3:15])=[O:13]. (3) Given the reactants [CH3:1][CH:2]([C:17]1[CH:22]=[CH:21][C:20]([CH2:23][O:24][CH2:25][CH2:26][O:27][CH2:28][CH2:29][O:30][CH2:31][CH2:32][O:33][CH2:34][CH2:35][O:36]C2CCCCO2)=[CH:19][CH:18]=1)[CH2:3][CH2:4][CH2:5][CH2:6][CH2:7][CH2:8][CH2:9][CH2:10][CH2:11][CH2:12][CH2:13][CH2:14][CH2:15][CH3:16].CC1C=CC(S(O)(=O)=O)=CC=1.O, predict the reaction product. The product is: [CH3:1][CH:2]([C:17]1[CH:18]=[CH:19][C:20]([CH2:23][O:24][CH2:25][CH2:26][O:27][CH2:28][CH2:29][O:30][CH2:31][CH2:32][O:33][CH2:34][CH2:35][OH:36])=[CH:21][CH:22]=1)[CH2:3][CH2:4][CH2:5][CH2:6][CH2:7][CH2:8][CH2:9][CH2:10][CH2:11][CH2:12][CH2:13][CH2:14][CH2:15][CH3:16]. (4) Given the reactants [CH3:1][C:2]1[CH:7]=[CH:6][CH:5]=[C:4]([CH3:8])[C:3]=1Br.C(OCC)(=O)[CH2:11][C:12]([O:14][CH2:15][CH3:16])=[O:13].P(C(C)(C)C)(C(C)(C)C)C(C)(C)C.[H+].[B-](F)(F)(F)F.C([O-])([O-])=O.[K+].[K+], predict the reaction product. The product is: [CH3:1][C:2]1[CH:7]=[CH:6][CH:5]=[C:4]([CH3:8])[C:3]=1[CH2:11][C:12]([O:14][CH2:15][CH3:16])=[O:13]. (5) Given the reactants [CH2:1]([O:3][C:4](=[O:22])[C:5](=O)[CH2:6][C:7](=[O:20])/[CH:8]=[CH:9]/[C:10]1[CH:15]=[CH:14][C:13]([Cl:16])=[C:12]([O:17][CH3:18])[C:11]=1[F:19])[CH3:2].C([O-])(=O)C.[NH4+:27], predict the reaction product. The product is: [CH2:1]([O:3][C:4](=[O:22])/[C:5](/[NH2:27])=[CH:6]/[C:7](=[O:20])/[CH:8]=[CH:9]/[C:10]1[CH:15]=[CH:14][C:13]([Cl:16])=[C:12]([O:17][CH3:18])[C:11]=1[F:19])[CH3:2]. (6) The product is: [CH:1]([N:11]1[CH2:10][C:9](=[CH:8][C:7]2[CH:24]=[CH:25][CH:26]=[CH:27][C:6]=2[F:5])[C:14](=[O:15])[C:13](=[CH:16][C:17]2[CH:22]=[CH:21][CH:20]=[CH:19][C:18]=2[F:23])[CH2:12]1)=[O:2]. Given the reactants [CH:1]([O-])=[O:2].[NH4+].[F:5][C:6]1[CH:27]=[CH:26][CH:25]=[CH:24][C:7]=1[CH:8]=[C:9]1[C:14](=[O:15])[C:13](=[CH:16][C:17]2[CH:22]=[CH:21][CH:20]=[CH:19][C:18]=2[F:23])[CH2:12][NH:11][CH2:10]1, predict the reaction product. (7) The product is: [ClH:1].[Br:19][C:13]1[CH:12]=[C:11]([CH:16]=[CH:15][C:14]=1[O:17][CH3:18])[CH2:10][C@H:7]1[C@H:8]([OH:9])[C@@H:3]([NH:2][CH2:28][C:27]2[CH:30]=[CH:31][CH:32]=[C:25]([CH:22]([CH3:24])[CH3:23])[CH:26]=2)[CH2:4][S:5](=[O:21])(=[O:20])[CH2:6]1. Given the reactants [ClH:1].[NH2:2][C@@H:3]1[C@@H:8]([OH:9])[C@H:7]([CH2:10][C:11]2[CH:16]=[CH:15][C:14]([O:17][CH3:18])=[C:13]([Br:19])[CH:12]=2)[CH2:6][S:5](=[O:21])(=[O:20])[CH2:4]1.[CH:22]([C:25]1[CH:26]=[C:27]([CH:30]=[CH:31][CH:32]=1)[CH:28]=O)([CH3:24])[CH3:23], predict the reaction product.